From a dataset of NCI-60 drug combinations with 297,098 pairs across 59 cell lines. Regression. Given two drug SMILES strings and cell line genomic features, predict the synergy score measuring deviation from expected non-interaction effect. (1) Drug 1: COC1=C2C(=CC3=C1OC=C3)C=CC(=O)O2. Cell line: A498. Synergy scores: CSS=0.106, Synergy_ZIP=1.09, Synergy_Bliss=1.04, Synergy_Loewe=0.205, Synergy_HSA=-0.518. Drug 2: C1CNP(=O)(OC1)N(CCCl)CCCl. (2) Drug 1: C1=NC2=C(N1)C(=S)N=C(N2)N. Drug 2: C1=NC2=C(N1)C(=S)N=CN2. Cell line: SF-268. Synergy scores: CSS=6.57, Synergy_ZIP=-14.5, Synergy_Bliss=-19.8, Synergy_Loewe=-25.9, Synergy_HSA=-18.6.